From a dataset of Full USPTO retrosynthesis dataset with 1.9M reactions from patents (1976-2016). Predict the reactants needed to synthesize the given product. The reactants are: [C:1](OC(=O)C)(=[O:3])[CH3:2].[NH2:8][C:9]1[N:13]([CH2:14][C:15]([O:17][CH3:18])=[O:16])[N:12]=[C:11]([C:19]2[CH:20]=[N:21][CH:22]=[CH:23][CH:24]=2)[CH:10]=1. Given the product [C:1]([NH:8][C:9]1[N:13]([CH2:14][C:15]([O:17][CH3:18])=[O:16])[N:12]=[C:11]([C:19]2[CH:20]=[N:21][CH:22]=[CH:23][CH:24]=2)[CH:10]=1)(=[O:3])[CH3:2], predict the reactants needed to synthesize it.